Dataset: Catalyst prediction with 721,799 reactions and 888 catalyst types from USPTO. Task: Predict which catalyst facilitates the given reaction. (1) Reactant: [CH2:1]([O:8][C:9]1[CH:10]=[C:11]([C@@H:15]([NH:28]C(OC(C)(C)C)=O)[CH:16]([C:24]([O:26][CH3:27])=[O:25])[C:17]([O:19][C:20]([CH3:23])([CH3:22])[CH3:21])=[O:18])[CH:12]=[CH:13][CH:14]=1)[C:2]1[CH:7]=[CH:6][CH:5]=[CH:4][CH:3]=1.C(=O)([O-])O.[Na+]. Product: [NH2:28][C@H:15]([C:11]1[CH:12]=[CH:13][CH:14]=[C:9]([O:8][CH2:1][C:2]2[CH:7]=[CH:6][CH:5]=[CH:4][CH:3]=2)[CH:10]=1)[CH:16]([C:24]([O:26][CH3:27])=[O:25])[C:17]([O:19][C:20]([CH3:23])([CH3:22])[CH3:21])=[O:18]. The catalyst class is: 106. (2) Reactant: [Br:1][C:2]1[CH:3]=[C:4]([NH:21][C:22](=[O:27])[CH2:23][C:24](=O)[CH3:25])[CH:5]=[CH:6][C:7]=1[N:8]([CH2:15][CH2:16][CH2:17][CH2:18][CH2:19][CH3:20])[CH2:9][CH2:10][CH2:11][CH2:12][CH2:13][CH3:14].[NH3:28]. Product: [NH2:28]/[C:24](/[CH3:25])=[CH:23]\[C:22]([NH:21][C:4]1[CH:5]=[CH:6][C:7]([N:8]([CH2:15][CH2:16][CH2:17][CH2:18][CH2:19][CH3:20])[CH2:9][CH2:10][CH2:11][CH2:12][CH2:13][CH3:14])=[C:2]([Br:1])[CH:3]=1)=[O:27]. The catalyst class is: 5. (3) Reactant: [C:1]([O:4][C@H:5]1[CH2:21][C@@H:20]2[C@@:8]([CH3:26])([CH:9]3[CH:17]([CH2:18][CH2:19]2)[CH:16]2[C@@:12]([CH3:25])([C:13](Cl)=[C:14]([CH:22]=[O:23])[CH2:15]2)[CH2:11][CH2:10]3)[CH2:7][CH2:6]1)(=[O:3])[CH3:2].[N:27]1[C:31]2[CH:32]=[CH:33][CH:34]=[CH:35][C:30]=2[NH:29][CH:28]=1.C(=O)([O-])[O-].[K+].[K+].O. Product: [C:1]([O:4][C@H:5]1[CH2:21][C@@H:20]2[C@@:8]([CH3:26])([CH:9]3[CH:17]([CH2:18][CH2:19]2)[CH:16]2[C@@:12]([CH3:25])([C:13]([N:27]4[C:31]5[CH:32]=[CH:33][CH:34]=[CH:35][C:30]=5[N:29]=[CH:28]4)=[C:14]([CH:22]=[O:23])[CH2:15]2)[CH2:11][CH2:10]3)[CH2:7][CH2:6]1)(=[O:3])[CH3:2]. The catalyst class is: 9. (4) Reactant: [Br:1][C:2]1[C:3]([OH:13])=[C:4]([C:10](=[O:12])[CH3:11])[CH:5]=[C:6]([Cl:9])[C:7]=1[CH3:8].C1(P(C2C=CC=CC=2)C2C=CC=CC=2)C=CC=CC=1.O[CH2:34][CH2:35][NH:36][C:37](=[O:43])[O:38][C:39]([CH3:42])([CH3:41])[CH3:40].N(C(OC(C)C)=O)=NC(OC(C)C)=O. Product: [C:10]([C:4]1[C:3]([O:13][CH2:34][CH2:35][NH:36][C:37](=[O:43])[O:38][C:39]([CH3:42])([CH3:41])[CH3:40])=[C:2]([Br:1])[C:7]([CH3:8])=[C:6]([Cl:9])[CH:5]=1)(=[O:12])[CH3:11]. The catalyst class is: 34. (5) Reactant: [Cl:1][C:2]1[N:7]=[C:6]([NH:8][C:9]2[CH:14]=[CH:13][C:12]([I:15])=[CH:11][CH:10]=2)[C:5]([N+:16]([O-])=O)=[CH:4][N:3]=1.[Sn](Cl)Cl.C(=O)([O-])[O-].[Na+].[Na+]. Product: [Cl:1][C:2]1[N:7]=[C:6]([NH:8][C:9]2[CH:10]=[CH:11][C:12]([I:15])=[CH:13][CH:14]=2)[C:5]([NH2:16])=[CH:4][N:3]=1. The catalyst class is: 336. (6) Reactant: [CH3:1][C:2]1[N:7]=[C:6]2[S:8][C:9]3[CH2:14][CH2:13][CH2:12][CH2:11][C:10]=3[C:5]2=[C:4]([C:15]2[CH:20]=[CH:19][C:18]([CH3:21])=[CH:17][CH:16]=2)[C:3]=1[CH:22]([CH2:27][CH2:28][C:29]([F:32])([F:31])[F:30])[C:23]([O:25]C)=[O:24].[OH-].[Na+]. Product: [CH3:1][C:2]1[N:7]=[C:6]2[S:8][C:9]3[CH2:14][CH2:13][CH2:12][CH2:11][C:10]=3[C:5]2=[C:4]([C:15]2[CH:20]=[CH:19][C:18]([CH3:21])=[CH:17][CH:16]=2)[C:3]=1[CH:22]([CH2:27][CH2:28][C:29]([F:32])([F:31])[F:30])[C:23]([OH:25])=[O:24]. The catalyst class is: 5.